From a dataset of Full USPTO retrosynthesis dataset with 1.9M reactions from patents (1976-2016). Predict the reactants needed to synthesize the given product. (1) Given the product [CH2:1]([N:3]([CH2:4][CH3:5])[C:16]([CH:15]1[CH2:14][CH2:18][CH2:6]1)=[O:17])[CH3:2], predict the reactants needed to synthesize it. The reactants are: [CH2:1]([NH:3][CH2:4][CH3:5])[CH3:2].[CH3:6]CN(CC)CC.[Cl-].[CH2:14]1[CH2:18][O:17][CH2:16][CH2:15]1. (2) Given the product [Cl:7][C:8]1[CH:16]=[C:15]([F:17])[C:14]([N:18]2[C:23](=[O:24])[CH:22]=[C:21]([C:25]([F:28])([F:27])[F:26])[N:20]([CH3:29])[C:19]2=[O:30])=[CH:13][C:9]=1[C:10]([NH:47][S:44]([CH:42]([CH3:43])[CH:41]([CH3:48])[CH3:40])(=[O:46])=[O:45])=[O:12], predict the reactants needed to synthesize it. The reactants are: C(Cl)(=O)C(Cl)=O.[Cl:7][C:8]1[CH:16]=[C:15]([F:17])[C:14]([N:18]2[C:23](=[O:24])[CH:22]=[C:21]([C:25]([F:28])([F:27])[F:26])[N:20]([CH3:29])[C:19]2=[O:30])=[CH:13][C:9]=1[C:10]([OH:12])=O.C(N(CC)C(C)C)(C)C.[CH3:40][CH:41]([CH3:48])[CH:42]([S:44]([NH2:47])(=[O:46])=[O:45])[CH3:43]. (3) The reactants are: [CH2:1]([O:3][C:4]1[CH:9]=[CH:8][C:7]([NH:10][C:11](=S)SC)=[CH:6][CH:5]=1)[CH3:2].[NH2:15][C:16]1[CH:17]=[C:18]([CH:26]=[CH:27][C:28]=1[NH:29][CH2:30][CH2:31][CH:32]([CH3:34])[CH3:33])[C:19]([N:21]([CH2:24][CH3:25])[CH2:22][CH3:23])=[O:20].CO. Given the product [CH2:1]([O:3][C:4]1[CH:9]=[CH:8][C:7]([NH:10][C:11]2[N:29]([CH2:30][CH2:31][CH:32]([CH3:34])[CH3:33])[C:28]3[CH:27]=[CH:26][C:18]([C:19]([N:21]([CH2:24][CH3:25])[CH2:22][CH3:23])=[O:20])=[CH:17][C:16]=3[N:15]=2)=[CH:6][CH:5]=1)[CH3:2], predict the reactants needed to synthesize it. (4) Given the product [CH3:32][O:31][C:27](=[O:30])[CH2:28][S:29][C:2]1[S:6][C:5]([NH:7][C:8]([N:9]([CH:20]2[CH2:25][CH2:24][CH2:23][CH2:22][CH2:21]2)[CH:10]2[CH2:15][CH2:14][CH:13]([C:16]([F:19])([F:18])[F:17])[CH2:12][CH2:11]2)=[O:26])=[N:4][CH:3]=1, predict the reactants needed to synthesize it. The reactants are: Br[C:2]1[S:6][C:5]([NH:7][C:8](=[O:26])[N:9]([CH:20]2[CH2:25][CH2:24][CH2:23][CH2:22][CH2:21]2)[CH:10]2[CH2:15][CH2:14][CH:13]([C:16]([F:19])([F:18])[F:17])[CH2:12][CH2:11]2)=[N:4][CH:3]=1.[C:27]([O:31][CH3:32])(=[O:30])[CH2:28][SH:29]. (5) Given the product [F:20][C:21]1[CH:28]=[CH:27][C:24]([CH2:25][NH:26][CH2:2][C:3]2[N:7]([C:8]3[CH:13]=[CH:12][C:11]([S:14]([NH2:17])(=[O:16])=[O:15])=[CH:10][CH:9]=3)[N:6]=[C:5]([CH3:19])[N:4]=2)=[CH:23][CH:22]=1, predict the reactants needed to synthesize it. The reactants are: Cl[CH2:2][C:3]1[N:7]([C:8]2[CH:13]=[CH:12][C:11]([S:14]([NH2:17])(=[O:16])=[O:15])=[CH:10][C:9]=2F)[N:6]=[C:5]([CH3:19])[N:4]=1.[F:20][C:21]1[CH:28]=[CH:27][C:24]([CH2:25][NH2:26])=[CH:23][CH:22]=1. (6) Given the product [Cl:10][C:11]1[CH:30]=[CH:29][C:14]([NH:15][C:16]2[C:25]3[C:20](=[CH:21][C:22]([O:28][CH2:3][CH2:4][N:5]4[CH2:9][CH2:8][CH2:7][CH2:6]4)=[C:23]([O:26][CH3:27])[CH:24]=3)[N:19]=[CH:18][N:17]=2)=[C:13]([F:31])[CH:12]=1, predict the reactants needed to synthesize it. The reactants are: Cl.Cl[CH2:3][CH2:4][N:5]1[CH2:9][CH2:8][CH2:7][CH2:6]1.[Cl:10][C:11]1[CH:30]=[CH:29][C:14]([NH:15][C:16]2[C:25]3[C:20](=[CH:21][C:22]([OH:28])=[C:23]([O:26][CH3:27])[CH:24]=3)[N:19]=[CH:18][N:17]=2)=[C:13]([F:31])[CH:12]=1.C(=O)([O-])[O-].[K+].[K+]. (7) Given the product [CH2:1]([O:8][CH:9]1[CH2:14][CH2:13][N:12]([CH2:28][CH2:27][CH2:26][C:25]([O:24][CH2:22][CH3:23])=[O:30])[CH2:11][CH2:10]1)[C:2]1[CH:3]=[CH:4][CH:5]=[CH:6][CH:7]=1, predict the reactants needed to synthesize it. The reactants are: [CH2:1]([O:8][CH:9]1[CH2:14][CH2:13][NH:12][CH2:11][CH2:10]1)[C:2]1[CH:7]=[CH:6][CH:5]=[CH:4][CH:3]=1.C(=O)(O)[O-].[Na+].[I-].[K+].[CH2:22]([O:24][C:25](=[O:30])[CH2:26][CH2:27][CH2:28]Cl)[CH3:23].